From a dataset of Full USPTO retrosynthesis dataset with 1.9M reactions from patents (1976-2016). Predict the reactants needed to synthesize the given product. (1) Given the product [Cl:51][C:39]1[CH:38]=[CH:37][C:36]([C:4]2[C:5]([C@@H:8]([NH:18][C:19](=[O:35])[CH2:20][N:21]3[C:25]4[C:26]([F:31])([F:30])[C@@H:27]5[CH2:29][C@@H:28]5[C:24]=4[C:23]([CH:32]([F:34])[F:33])=[N:22]3)[CH2:9][C:10]3[CH:11]=[C:12]([F:17])[CH:13]=[C:14]([F:16])[CH:15]=3)=[N:6][C:7]([C:85]#[C:86][C:87]([CH3:95])([N:89]3[C:93](=[O:94])[NH:92][N:91]=[CH:90]3)[CH3:88])=[CH:2][CH:3]=2)=[C:44]2[C:40]=1[C:41]([NH:46][S:47]([CH3:50])(=[O:49])=[O:48])=[N:42][N:43]2[CH3:45], predict the reactants needed to synthesize it. The reactants are: Br[C:2]1[CH:3]=[C:4]([C:36]2[CH:37]=[CH:38][C:39]([Cl:51])=[C:40]3[C:44]=2[N:43]([CH3:45])[N:42]=[C:41]3[NH:46][S:47]([CH3:50])(=[O:49])=[O:48])[C:5]([C@@H:8]([NH:18][C:19](=[O:35])[CH2:20][N:21]2[C:25]3[C:26]([F:31])([F:30])[C@@H:27]4[CH2:29][C@@H:28]4[C:24]=3[C:23]([CH:32]([F:34])[F:33])=[N:22]2)[CH2:9][C:10]2[CH:15]=[C:14]([F:16])[CH:13]=[C:12]([F:17])[CH:11]=2)=[N:6][CH:7]=1.N[C@H](C1C(C2C=CC(Cl)=C3C=2N(C)N=C3NS(C)(=O)=O)=CC=C([C:85]#[C:86][C:87]([CH3:95])([N:89]2[C:93](=[O:94])[NH:92][N:91]=[CH:90]2)[CH3:88])N=1)CC1C=C(F)C=C(F)C=1. (2) Given the product [CH2:1]([O:3][C:4](=[O:12])[C:5]([CH3:22])([CH2:11][CH:17]=[C:18]([CH3:20])[CH3:19])[C:6]([O:8][CH2:9][CH3:10])=[O:7])[CH3:2], predict the reactants needed to synthesize it. The reactants are: [CH2:1]([O:3][C:4](=[O:12])[CH:5]([CH3:11])[C:6]([O:8][CH2:9][CH3:10])=[O:7])[CH3:2].[H-].[Na+].BrC[CH:17]=[C:18]([CH3:20])[CH3:19].O1CCC[CH2:22]1. (3) Given the product [CH2:15]([O:22][NH:23][CH:24]([CH:25]1[CH2:27][CH2:26]1)[C:7]1[CH:12]=[CH:11][CH:10]=[C:9]([O:13][CH3:14])[N:8]=1)[C:16]1[CH:21]=[CH:20][CH:19]=[CH:18][CH:17]=1, predict the reactants needed to synthesize it. The reactants are: [Li]CCCC.Br[C:7]1[CH:12]=[CH:11][CH:10]=[C:9]([O:13][CH3:14])[N:8]=1.[CH2:15]([O:22][N:23]=[CH:24][CH:25]1[CH2:27][CH2:26]1)[C:16]1[CH:21]=[CH:20][CH:19]=[CH:18][CH:17]=1.B(F)(F)F.C([O-])([O-])=O.[Na+].[Na+]. (4) Given the product [NH2:24][CH2:23][CH2:22][CH2:21][C:20]#[C:19][C:12]1[C:13]([NH:15][CH2:16][CH2:17][CH3:18])=[N:14][C:9]([NH:8][C:4]2[CH:5]=[CH:6][CH:7]=[C:2]([F:1])[CH:3]=2)=[N:10][CH:11]=1, predict the reactants needed to synthesize it. The reactants are: [F:1][C:2]1[CH:3]=[C:4]([NH:8][C:9]2[N:14]=[C:13]([NH:15][CH2:16][CH2:17][CH3:18])[C:12]([C:19]#[C:20][CH2:21][CH2:22][CH2:23][N:24]3C(=O)C4C(=CC=CC=4)C3=O)=[CH:11][N:10]=2)[CH:5]=[CH:6][CH:7]=1.C(OC(C)C)(C)C. (5) Given the product [CH3:11][C:10]1[N:9]=[C:8]2[S:12][C:13]3[CH2:17][CH2:16][CH2:15][C:14]=3[C:7]2=[C:6]([C:18]2[CH:23]=[CH:22][CH:21]=[CH:20][CH:19]=2)[C:5]=1[CH:4]([CH2:36][CH2:35][CH3:39])[C:3]([O:2][CH3:1])=[O:24], predict the reactants needed to synthesize it. The reactants are: [CH3:1][O:2][C:3](=[O:24])[CH2:4][C:5]1[C:6]([C:18]2[CH:23]=[CH:22][CH:21]=[CH:20][CH:19]=2)=[C:7]2[C:14]3[CH2:15][CH2:16][CH2:17][C:13]=3[S:12][C:8]2=[N:9][C:10]=1[CH3:11].[Li+].C[Si]([N-][Si](C)(C)C)(C)C.[CH2:35]1[CH2:39]OC[CH2:36]1.ICCC. (6) Given the product [Cl:29][C:26]1[CH:25]=[CH:24][C:23]([CH2:22][N:6]2[C:5]3[C:9](=[N:10][C:2]([C:37]#[N:39])=[N:3][C:4]=3[NH:30][C@@H:31]([CH:33]3[CH2:35][CH2:34]3)[CH3:32])[N:8]=[C:7]2[C:11]2[CH:20]=[C:19]([CH3:21])[CH:18]=[CH:17][C:12]=2[O:13][CH2:14][CH2:15][OH:16])=[CH:28][CH:27]=1, predict the reactants needed to synthesize it. The reactants are: Cl[C:2]1[N:10]=[C:9]2[C:5]([N:6]([CH2:22][C:23]3[CH:28]=[CH:27][C:26]([Cl:29])=[CH:25][CH:24]=3)[C:7]([C:11]3[CH:20]=[C:19]([CH3:21])[CH:18]=[CH:17][C:12]=3[O:13][CH2:14][CH2:15][OH:16])=[N:8]2)=[C:4]([NH:30][C@@H:31]([CH:33]2[CH2:35][CH2:34]2)[CH3:32])[N:3]=1.C[C:37]([N:39](C)C)=O. (7) Given the product [C:3]([CH:5]1[CH2:10][CH2:9][CH2:8][CH:7]([NH:11][C:12]([C:14]2[CH:15]=[C:16]([CH:21]=[CH:22][C:23]=2[O:24][CH2:25][CH2:26][CH2:27][C:28]2[CH:33]=[CH:32][C:31]([O:34][CH2:35][CH2:36][CH2:37][CH2:38][O:39][C:40]3[CH:41]=[CH:42][CH:43]=[CH:44][CH:45]=3)=[CH:30][CH:29]=2)[C:17]([OH:19])=[O:18])=[O:13])[CH2:6]1)([OH:4])=[O:2], predict the reactants needed to synthesize it. The reactants are: C[O:2][C:3]([CH:5]1[CH2:10][CH2:9][CH2:8][CH:7]([NH:11][C:12]([C:14]2[CH:15]=[C:16]([CH:21]=[CH:22][C:23]=2[O:24][CH2:25][CH2:26][CH2:27][C:28]2[CH:33]=[CH:32][C:31]([O:34][CH2:35][CH2:36][CH2:37][CH2:38][O:39][C:40]3[CH:45]=[CH:44][CH:43]=[CH:42][CH:41]=3)=[CH:30][CH:29]=2)[C:17]([O:19]C)=[O:18])=[O:13])[CH2:6]1)=[O:4].[OH-].[Na+].Cl. (8) Given the product [C:2]([C:4]1[N:9]=[CH:8][C:7]([C:10]2[C:22]3[C:21]4[C:16](=[CH:17][CH:18]=[CH:19][CH:20]=4)[N:15]([C:23]4[CH:35]=[CH:34][C:26]([C:27]([OH:29])=[O:28])=[C:25]([NH:36][CH2:37][CH2:38][CH2:39][OH:40])[CH:24]=4)[C:14]=3[CH:13]=[CH:12][CH:11]=2)=[CH:6][CH:5]=1)#[N:3], predict the reactants needed to synthesize it. The reactants are: Cl.[C:2]([C:4]1[N:9]=[CH:8][C:7]([C:10]2[C:22]3[C:21]4[C:16](=[CH:17][CH:18]=[CH:19][CH:20]=4)[N:15]([C:23]4[CH:35]=[CH:34][C:26]([C:27]([O:29]C(C)(C)C)=[O:28])=[C:25]([NH:36][CH2:37][CH2:38][CH2:39][OH:40])[CH:24]=4)[C:14]=3[CH:13]=[CH:12][CH:11]=2)=[CH:6][CH:5]=1)#[N:3].